From a dataset of Reaction yield outcomes from USPTO patents with 853,638 reactions. Predict the reaction yield, written as a fraction of the theoretical maximum amount of product (1.0 means a 100% yield; for example, 0.34 means a 34% yield). (1) The reactants are Br[C:2]1[C:24](=[O:25])[N:23]([CH:26]2[CH2:30][CH2:29][CH2:28][CH2:27]2)[C:5]2[N:6]=[C:7]([NH:10][C:11]3[CH:16]=[CH:15][C:14]([N:17]4[CH2:22][CH2:21][O:20][CH2:19][CH2:18]4)=[CH:13][N:12]=3)[N:8]=[CH:9][C:4]=2[C:3]=1[CH3:31].C([Sn](CCCC)(CCCC)[C:37]([O:39][CH2:40][CH3:41])=[CH2:38])CCC. The catalyst is C1(C)C=CC=CC=1.C1C=CC([P]([Pd]([P](C2C=CC=CC=2)(C2C=CC=CC=2)C2C=CC=CC=2)([P](C2C=CC=CC=2)(C2C=CC=CC=2)C2C=CC=CC=2)[P](C2C=CC=CC=2)(C2C=CC=CC=2)C2C=CC=CC=2)(C2C=CC=CC=2)C2C=CC=CC=2)=CC=1. The product is [CH:26]1([N:23]2[C:5]3[N:6]=[C:7]([NH:10][C:11]4[CH:16]=[CH:15][C:14]([N:17]5[CH2:18][CH2:19][O:20][CH2:21][CH2:22]5)=[CH:13][N:12]=4)[N:8]=[CH:9][C:4]=3[C:3]([CH3:31])=[C:2]([C:37]([O:39][CH2:40][CH3:41])=[CH2:38])[C:24]2=[O:25])[CH2:30][CH2:29][CH2:28][CH2:27]1. The yield is 0.386. (2) The reactants are [CH2:1]([O:8][C:9]1[CH:14]=[CH:13][N:12]([C:15]2[CH:16]=[CH:17][C:18]3[C:19]4[CH2:28][NH:27][CH2:26][CH2:25][C:20]=4[N:21]([CH3:24])[C:22]=3[CH:23]=2)[C:11](=[O:29])[CH:10]=1)[C:2]1[CH:7]=[CH:6][CH:5]=[CH:4][CH:3]=1.Cl[CH2:31][C:32](Cl)=[O:33].C[CH2:36][N:37](CC)[CH2:38]C.N(C)C.C([O-])([O-])=O.[K+].[K+]. The catalyst is C(Cl)Cl.CN(C=O)C. The product is [CH2:1]([O:8][C:9]1[CH:14]=[CH:13][N:12]([C:15]2[CH:16]=[CH:17][C:18]3[C:19]4[CH2:28][N:27]([C:32](=[O:33])[CH2:31][N:37]([CH3:38])[CH3:36])[CH2:26][CH2:25][C:20]=4[N:21]([CH3:24])[C:22]=3[CH:23]=2)[C:11](=[O:29])[CH:10]=1)[C:2]1[CH:3]=[CH:4][CH:5]=[CH:6][CH:7]=1. The yield is 0.510. (3) The reactants are [NH2:1][C:2]1[C:3]([NH:10][C:11]2[S:12][C:13]3[CH2:19][CH:18]([NH:20][C:21](=[O:27])[O:22][C:23]([CH3:26])([CH3:25])[CH3:24])[CH2:17][CH2:16][C:14]=3[N:15]=2)=[N:4][C:5]([O:8][CH3:9])=[CH:6][CH:7]=1.O=[CH:29][C:30]([O:32][CH2:33][CH3:34])=[O:31]. The catalyst is C1(C)C=CC=CC=1. The product is [CH3:25][C:23]([O:22][C:21]([NH:20][CH:18]1[CH2:17][CH2:16][C:14]2[N:15]=[C:11]([NH:10][C:3]3[C:2](/[N:1]=[CH:29]/[C:30]([O:32][CH2:33][CH3:34])=[O:31])=[CH:7][CH:6]=[C:5]([O:8][CH3:9])[N:4]=3)[S:12][C:13]=2[CH2:19]1)=[O:27])([CH3:24])[CH3:26]. The yield is 0.330. (4) The reactants are C(Cl)(Cl)Cl.[F:5][C:6]([F:11])([F:10])[C:7]([OH:9])=[O:8].C(OC(=O)[NH:18][C:19](=[NH:53])[C:20]1[S:21][C:22]([S:51][CH3:52])=[C:23]([S:25]([C:28]2[CH:29]=[C:30]([C:34]3[C:39]([CH3:40])=[CH:38][CH:37]=[CH:36][C:35]=3[NH:41][C:42](=[O:50])[CH2:43][CH2:44][CH2:45][S:46]([CH3:49])(=[O:48])=[O:47])[CH:31]=[CH:32][CH:33]=2)(=[O:27])=[O:26])[CH:24]=1)(C)(C)C. No catalyst specified. The product is [F:5][C:6]([F:11])([F:10])[C:7]([OH:9])=[O:8].[C:19]([C:20]1[S:21][C:22]([S:51][CH3:52])=[C:23]([S:25]([C:28]2[CH:29]=[C:30]([C:34]3[C:39]([CH3:40])=[CH:38][CH:37]=[CH:36][C:35]=3[NH:41][C:42](=[O:50])[CH2:43][CH2:44][CH2:45][S:46]([CH3:49])(=[O:48])=[O:47])[CH:31]=[CH:32][CH:33]=2)(=[O:27])=[O:26])[CH:24]=1)(=[NH:18])[NH2:53]. The yield is 0.360. (5) The reactants are C[Si](C)(C)[C:3]#[C:4][C:5]1[C:13]2[O:12][CH2:11][O:10][C:9]=2[C:8]([C:14]#[C:15][Si](C)(C)C)=[CH:7][CH:6]=1.C([O-])([O-])=O.[K+].[K+]. The catalyst is CO. The product is [C:4]([C:5]1[C:13]2[O:12][CH2:11][O:10][C:9]=2[C:8]([C:14]#[CH:15])=[CH:7][CH:6]=1)#[CH:3]. The yield is 0.980. (6) The reactants are Br[C:2]1[CH:10]=[C:9]2[C:5]([CH:6]=[CH:7][NH:8]2)=[CH:4][C:3]=1[F:11].[C:12]1(B(O)O)[CH:17]=[CH:16][CH:15]=[CH:14][CH:13]=1.C(=O)([O-])[O-].[Na+].[Na+].COCCOC. The catalyst is C1C=CC([P]([Pd]([P](C2C=CC=CC=2)(C2C=CC=CC=2)C2C=CC=CC=2)([P](C2C=CC=CC=2)(C2C=CC=CC=2)C2C=CC=CC=2)[P](C2C=CC=CC=2)(C2C=CC=CC=2)C2C=CC=CC=2)(C2C=CC=CC=2)C2C=CC=CC=2)=CC=1.O. The product is [F:11][C:3]1[CH:4]=[C:5]2[C:9](=[CH:10][C:2]=1[C:12]1[CH:17]=[CH:16][CH:15]=[CH:14][CH:13]=1)[NH:8][CH:7]=[CH:6]2. The yield is 0.950. (7) The reactants are [F:1][C:2]1[CH:3]=[C:4]([CH2:9][C@H:10]([NH:14][C:15](=[O:21])[O:16][C:17]([CH3:20])([CH3:19])[CH3:18])[C@H:11]2[CH2:13][O:12]2)[CH:5]=[C:6]([F:8])[CH:7]=1.[CH3:22][O:23][C:24]1[CH:25]=[C:26]([CH:29]=[CH:30][CH:31]=1)[CH2:27][NH2:28].CCN(CC)CC.[CH2:39]([O:46][C:47](Cl)=[O:48])[C:40]1[CH:45]=[CH:44][CH:43]=[CH:42][CH:41]=1. The product is [CH2:39]([O:46][C:47](=[O:48])[N:28]([CH2:13][CH:11]([OH:12])[CH:10]([NH:14][C:15]([O:16][C:17]([CH3:20])([CH3:19])[CH3:18])=[O:21])[CH2:9][C:4]1[CH:3]=[C:2]([F:1])[CH:7]=[C:6]([F:8])[CH:5]=1)[CH2:27][C:26]1[CH:29]=[CH:30][CH:31]=[C:24]([O:23][CH3:22])[CH:25]=1)[C:40]1[CH:45]=[CH:44][CH:43]=[CH:42][CH:41]=1. The yield is 0.700. The catalyst is C(O)(C)C.CCOC(C)=O.C1COCC1.